From a dataset of Forward reaction prediction with 1.9M reactions from USPTO patents (1976-2016). Predict the product of the given reaction. (1) Given the reactants Br[C:2]1[CH:3]=[C:4]2[C:9](=[C:10]([CH3:12])[CH:11]=1)[N:8]=[C:7]([C:13]1[CH:14]=[N:15][CH:16]=[CH:17][CH:18]=1)[N:6]=[C:5]2[NH:19][CH3:20].[F:21][C:22]1[CH:23]=[C:24](B(O)O)[CH:25]=[CH:26][CH:27]=1.[ClH:31], predict the reaction product. The product is: [ClH:31].[ClH:31].[F:21][C:22]1[CH:27]=[C:26]([C:2]2[CH:3]=[C:4]3[C:9](=[C:10]([CH3:12])[CH:11]=2)[N:8]=[C:7]([C:13]2[CH:14]=[N:15][CH:16]=[CH:17][CH:18]=2)[N:6]=[C:5]3[NH:19][CH3:20])[CH:25]=[CH:24][CH:23]=1. (2) Given the reactants Cl.[Cl:2][C:3]1[C:4]([F:29])=[C:5]([CH:26]=[CH:27][CH:28]=1)[NH:6][C:7]1[C:16]2[C:11](=[CH:12][C:13]([O:24][CH3:25])=[C:14]([O:17][CH2:18][C@H:19]3[CH2:23][CH2:22][CH2:21][NH:20]3)[CH:15]=2)[N:10]=[CH:9][N:8]=1.[CH2:30]=O, predict the reaction product. The product is: [Cl:2][C:3]1[C:4]([F:29])=[C:5]([CH:26]=[CH:27][CH:28]=1)[NH:6][C:7]1[C:16]2[C:11](=[CH:12][C:13]([O:24][CH3:25])=[C:14]([O:17][CH2:18][C@H:19]3[CH2:23][CH2:22][CH2:21][N:20]3[CH3:30])[CH:15]=2)[N:10]=[CH:9][N:8]=1. (3) Given the reactants Cl[C:2]1[CH:3]=[CH:4][C:5]2[CH2:6][N:7]([CH3:19])[CH2:8][CH:9]([C:13]3[S:14][CH:15]=[C:16]([CH3:18])[N:17]=3)[O:10][C:11]=2[N:12]=1.[CH3:20][O:21][C:22]1[N:27]=[C:26]([NH2:28])[CH:25]=[CH:24][C:23]=1[C:29]1[CH:30]=[N:31][N:32]([CH3:34])[CH:33]=1.C(=O)([O-])[O-].[Cs+].[Cs+].C1(P(C2CCCCC2)C2C=CC=CC=2C2C=CC=CC=2)CCCCC1, predict the reaction product. The product is: [NH3:7].[CH3:20][O:21][C:22]1[N:27]=[C:26]([NH:28][C:2]2[CH:3]=[CH:4][C:5]3[CH2:6][N:7]([CH3:19])[CH2:8][CH:9]([C:13]4[S:14][CH:15]=[C:16]([CH3:18])[N:17]=4)[O:10][C:11]=3[N:12]=2)[CH:25]=[CH:24][C:23]=1[C:29]1[CH:30]=[N:31][N:32]([CH3:34])[CH:33]=1. (4) Given the reactants [C:1]([C:5]1[CH:23]=[C:8]2[N:9]=[C:10]([CH3:22])[C:11]([CH:14]([CH2:19][CH2:20][CH3:21])[C:15]([O:17][CH3:18])=[O:16])=[C:12](Cl)[N:7]2[N:6]=1)([CH3:4])([CH3:3])[CH3:2].[CH3:24][C:25]1[CH:26]=[C:27](B(O)O)[CH:28]=[CH:29][C:30]=1[CH3:31].C(N(C(C)C)CC)(C)C, predict the reaction product. The product is: [C:1]([C:5]1[CH:23]=[C:8]2[N:9]=[C:10]([CH3:22])[C:11]([CH:14]([CH2:19][CH2:20][CH3:21])[C:15]([O:17][CH3:18])=[O:16])=[C:12]([C:27]3[CH:28]=[CH:29][C:30]([CH3:31])=[C:25]([CH3:24])[CH:26]=3)[N:7]2[N:6]=1)([CH3:4])([CH3:3])[CH3:2]. (5) Given the reactants [CH3:1][S:2][CH2:3][C:4]1([C:7]([O:9]CC)=[O:8])[CH2:6][CH2:5]1.C[S-].[Na+].CS(OCC1(C(OCC)=O)CC1)(=O)=O, predict the reaction product. The product is: [CH3:1][S:2][CH2:3][C:4]1([C:7]([OH:9])=[O:8])[CH2:6][CH2:5]1. (6) Given the reactants [CH2:1]([O:4][C:5](=[O:40])[C@@H:6]([NH:32][C:33]([O:35][C:36]([CH3:39])([CH3:38])[CH3:37])=[O:34])[CH2:7][C:8]1[CH:31]=[CH:30][C:11]([O:12][C:13]([NH:15][CH2:16][CH2:17][C@H:18]([NH:22][C:23]([O:25][C:26]([CH3:29])([CH3:28])[CH3:27])=[O:24])[C:19](O)=[O:20])=[O:14])=[CH:10][CH:9]=1)[CH:2]=[CH2:3].[NH2:41][CH2:42][CH2:43][CH2:44][CH2:45][CH2:46][C:47]([NH:49][C@@H:50]([CH2:54][S:55][C:56]([C:69]1[CH:74]=[CH:73][CH:72]=[CH:71][CH:70]=1)([C:63]1[CH:68]=[CH:67][CH:66]=[CH:65][CH:64]=1)[C:57]1[CH:62]=[CH:61][CH:60]=[CH:59][CH:58]=1)[C:51]([NH2:53])=[O:52])=[O:48].C(N(CC)C(C)C)(C)C.CN(C(ON1N=NC2C=CC=NC1=2)=[N+](C)C)C.F[P-](F)(F)(F)(F)F, predict the reaction product. The product is: [CH2:1]([O:4][C:5](=[O:40])[C@H:6]([CH2:7][C:8]1[CH:9]=[CH:10][C:11]([O:12][C:13](=[O:14])[NH:15][CH2:16][CH2:17][C@H:18]([NH:22][C:23]([O:25][C:26]([CH3:29])([CH3:28])[CH3:27])=[O:24])[C:19]([NH:41][CH2:42][CH2:43][CH2:44][CH2:45][CH2:46][C:47]([NH:49][C@@H:50]([CH2:54][S:55][C:56]([C:69]2[CH:74]=[CH:73][CH:72]=[CH:71][CH:70]=2)([C:57]2[CH:58]=[CH:59][CH:60]=[CH:61][CH:62]=2)[C:63]2[CH:68]=[CH:67][CH:66]=[CH:65][CH:64]=2)[C:51]([NH2:53])=[O:52])=[O:48])=[O:20])=[CH:30][CH:31]=1)[NH:32][C:33]([O:35][C:36]([CH3:39])([CH3:38])[CH3:37])=[O:34])[CH:2]=[CH2:3]. (7) Given the reactants C([BH3-])#N.[Na+].Cl.Cl.[N:7]1([CH:13]2[CH2:18][CH2:17][N:16]([C:19]([O:21][C:22]([CH3:25])([CH3:24])[CH3:23])=[O:20])[CH2:15][CH2:14]2)[CH2:12][CH2:11][NH:10][CH2:9][CH2:8]1.[CH:26]1([CH:29]=O)[CH2:28][CH2:27]1.CCO, predict the reaction product. The product is: [CH:26]1([CH2:29][N:10]2[CH2:9][CH2:8][N:7]([CH:13]3[CH2:18][CH2:17][N:16]([C:19]([O:21][C:22]([CH3:25])([CH3:24])[CH3:23])=[O:20])[CH2:15][CH2:14]3)[CH2:12][CH2:11]2)[CH2:28][CH2:27]1. (8) Given the reactants Cl[C:2]1[N:3]=[CH:4][C:5]2[N:6]([CH3:21])[C:7](=[O:20])[C:8]([F:19])([F:18])[CH2:9][N:10]([CH:13]3[CH2:17][CH2:16][CH2:15][CH2:14]3)[C:11]=2[N:12]=1.[NH:22]1[CH2:27][CH:26]=[C:25]([C:28]2[C:36]3[C:31](=[CH:32][CH:33]=[C:34]([NH2:37])[CH:35]=3)[NH:30][CH:29]=2)[CH2:24][CH2:23]1, predict the reaction product. The product is: [CH:13]1([N:10]2[CH2:9][C:8]([F:19])([F:18])[C:7](=[O:20])[N:6]([CH3:21])[C:5]3[CH:4]=[N:3][C:2]([NH:37][C:34]4[CH:35]=[C:36]5[C:31](=[CH:32][CH:33]=4)[NH:30][CH:29]=[C:28]5[C:25]4[CH2:26][CH2:27][NH:22][CH2:23][CH:24]=4)=[N:12][C:11]2=3)[CH2:17][CH2:16][CH2:15][CH2:14]1. (9) Given the reactants [N:1]1([CH2:6][CH2:7][O:8][C:9]2[CH:14]=[CH:13][C:12]([CH2:15][C:16]([O-:18])=[O:17])=[CH:11][CH:10]=2)[CH:5]=[CH:4][N:3]=[CH:2]1.[OH-].[K+].Cl, predict the reaction product. The product is: [N:1]1([CH2:6][CH2:7][O:8][C:9]2[CH:14]=[CH:13][C:12]([CH2:15][C:16]([OH:18])=[O:17])=[CH:11][CH:10]=2)[CH:5]=[CH:4][N:3]=[CH:2]1. (10) Given the reactants [NH2:1][C:2]1[C:7]([CH:8]=O)=[CH:6][N:5]=[CH:4][N:3]=1.C[O-].[Na+].[N+:13]([C:16]1[CH:30]=[CH:29][CH:28]=[CH:27][C:17]=1[CH2:18]P(=O)(OCC)OCC)([O-:15])=[O:14].CO, predict the reaction product. The product is: [N+:13]([C:16]1[CH:30]=[CH:29][CH:28]=[CH:27][C:17]=1/[CH:18]=[CH:8]/[C:7]1[C:2]([NH2:1])=[N:3][CH:4]=[N:5][CH:6]=1)([O-:15])=[O:14].